Task: Predict the reaction yield, written as a fraction of the theoretical maximum amount of product (1.0 means a 100% yield; for example, 0.34 means a 34% yield).. Dataset: Reaction yield outcomes from USPTO patents with 853,638 reactions (1) The reactants are [CH2:1]([O:8][C:9]1[CH:14]=[CH:13][N:12]([C:15]2[CH:23]=[CH:22][C:21]3[N:20]([CH3:24])[C:19]4[CH2:25][CH2:26][NH:27][CH2:28][C:18]=4[C:17]=3[CH:16]=2)[C:11](=[O:29])[CH:10]=1)[C:2]1[CH:7]=[CH:6][CH:5]=[CH:4][CH:3]=1.C=O.[BH-](OC(C)=O)(OC(C)=O)O[C:34](C)=O.[Na+]. The catalyst is CO. The product is [CH2:1]([O:8][C:9]1[CH:14]=[CH:13][N:12]([C:15]2[CH:23]=[CH:22][C:21]3[N:20]([CH3:24])[C:19]4[CH2:25][CH2:26][N:27]([CH3:34])[CH2:28][C:18]=4[C:17]=3[CH:16]=2)[C:11](=[O:29])[CH:10]=1)[C:2]1[CH:3]=[CH:4][CH:5]=[CH:6][CH:7]=1. The yield is 0.980. (2) The reactants are [CH3:1][C:2]1(C)[CH2:11][CH2:10][C:9]([CH3:13])([CH3:12])[C:8]2[CH:7]=[C:6]([CH:14]=[O:15])[CH:5]=[C:4]([O:16][CH2:17][CH2:18][O:19][CH2:20][CH3:21])[C:3]1=2.[C:23]([Mg]Br)#[CH:24].[CH2:27]1COCC1. No catalyst specified. The product is [CH3:1][CH:2]1[CH:11]([CH3:27])[CH2:10][C:9]([CH3:12])([CH3:13])[C:8]2[CH:7]=[C:6]([CH:14]([OH:15])[C:23]#[CH:24])[CH:5]=[C:4]([O:16][CH2:17][CH2:18][O:19][CH2:20][CH3:21])[C:3]1=2. The yield is 0.970. (3) The catalyst is CN(C)C=O.C1C=CC([P]([Pd]([P](C2C=CC=CC=2)(C2C=CC=CC=2)C2C=CC=CC=2)([P](C2C=CC=CC=2)(C2C=CC=CC=2)C2C=CC=CC=2)[P](C2C=CC=CC=2)(C2C=CC=CC=2)C2C=CC=CC=2)(C2C=CC=CC=2)C2C=CC=CC=2)=CC=1. The yield is 0.540. The product is [CH3:23][N:24]([CH3:34])[C:25]1[N:30]=[CH:29][C:28]([C:2]2[CH:10]=[CH:9][CH:8]=[C:7]3[C:3]=2[C:4]2([C:15]4=[CH:16][C:17]5[O:21][CH2:20][O:19][C:18]=5[CH:22]=[C:14]4[O:13][CH2:12]2)[C:5](=[O:11])[NH:6]3)=[CH:27][CH:26]=1. The reactants are Br[C:2]1[CH:10]=[CH:9][CH:8]=[C:7]2[C:3]=1[C:4]1([C:15]3=[CH:16][C:17]4[O:21][CH2:20][O:19][C:18]=4[CH:22]=[C:14]3[O:13][CH2:12]1)[C:5](=[O:11])[NH:6]2.[CH3:23][N:24]([CH3:34])[C:25]1[N:30]=[CH:29][C:28](B(O)O)=[CH:27][CH:26]=1.C(=O)([O-])[O-].[Na+].[Na+]. (4) The reactants are [NH2:1][C:2]([C:6]1[CH:11]=[CH:10][C:9](OC2C=CC=CC=2)=[CH:8][CH:7]=1)=[CH:3][C:4]#[N:5].C([O:21][C:22](=O)[CH2:23][C:24]([C@@H:26]1[CH2:31][CH2:30][CH2:29][N:28]([C:32]([O:34][CH2:35][C:36]2[CH:41]=[CH:40][CH:39]=[CH:38][CH:37]=2)=[O:33])[CH2:27]1)=O)C.CO.C(Cl)Cl. The catalyst is CN(C)C(=O)C.O. The product is [C:4]([C:3]1[C:22](=[O:21])[CH:23]=[C:24]([C@@H:26]2[CH2:31][CH2:30][CH2:29][N:28]([C:32]([O:34][CH2:35][C:36]3[CH:37]=[CH:38][CH:39]=[CH:40][CH:41]=3)=[O:33])[CH2:27]2)[NH:1][C:2]=1[C:6]1[CH:7]=[CH:8][CH:9]=[CH:10][CH:11]=1)#[N:5]. The yield is 0.234. (5) The reactants are Cl.[F:2][C:3]1[CH:30]=[C:29]([S:31]([CH3:34])(=[O:33])=[O:32])[CH:28]=[CH:27][C:4]=1[CH2:5][O:6][C:7]1[CH:8]=[N:9][C:10]([N:13]2[CH2:18][CH2:17][N:16](C(OC(C)(C)C)=O)[CH2:15][C@H:14]2[CH3:26])=[N:11][CH:12]=1. The catalyst is ClCCl. The product is [F:2][C:3]1[CH:30]=[C:29]([S:31]([CH3:34])(=[O:33])=[O:32])[CH:28]=[CH:27][C:4]=1[CH2:5][O:6][C:7]1[CH:8]=[N:9][C:10]([N:13]2[CH2:18][CH2:17][NH:16][CH2:15][C@H:14]2[CH3:26])=[N:11][CH:12]=1. The yield is 0.760. (6) The reactants are [Br:1][C:2]1[C:3](Cl)=[N:4][C:5]([Cl:8])=[N:6][CH:7]=1.[CH2:10]([NH2:14])[CH:11]([CH3:13])[CH3:12].CCCCCC. The catalyst is CO.CCOC(C)=O. The product is [Br:1][C:2]1[C:3]([NH:14][CH2:10][CH:11]([CH3:13])[CH3:12])=[N:4][C:5]([Cl:8])=[N:6][CH:7]=1. The yield is 0.780. (7) The product is [NH2:28][C:5]([CH2:4][OH:3])([CH2:6][OH:7])[CH2:8][N:9]1[C:17]2[C:12](=[CH:13][C:14]([CH2:18][CH2:19][CH2:20][CH2:21][CH2:22][CH2:23][CH2:24][CH3:25])=[CH:15][CH:16]=2)[C:11](=[O:26])[C:10]1=[O:27]. The reactants are CC1(C)[O:7][CH2:6][C:5]([NH:28]C(=O)OC(C)(C)C)([CH2:8][N:9]2[C:17]3[C:12](=[CH:13][C:14]([CH2:18][CH2:19][CH2:20][CH2:21][CH2:22][CH2:23][CH2:24][CH3:25])=[CH:15][CH:16]=3)[C:11](=[O:26])[C:10]2=[O:27])[CH2:4][O:3]1.CC1(C)OCC(NC(=O)OC(C)(C)C)(CN2C3C(=CC(CCCCCCCC)=CC=3)C=C2)CO1. No catalyst specified. The yield is 0.550. (8) The reactants are [C:1]([O:9][CH2:10][C:11](=[S:13])[NH2:12])(=[O:8])[C:2]1[CH:7]=[CH:6][CH:5]=[CH:4][CH:3]=1.C(=O)([O-])O.[Na+].Br[CH2:20][C:21]([C:23]1[CH:28]=[CH:27][C:26]([OH:29])=[CH:25][CH:24]=1)=O.C(O)C. The catalyst is CN(C)C(=O)C.O. The product is [C:1]([O:9][CH2:10][C:11]1[S:13][CH:20]=[C:21]([C:23]2[CH:28]=[CH:27][C:26]([OH:29])=[CH:25][CH:24]=2)[N:12]=1)(=[O:8])[C:2]1[CH:7]=[CH:6][CH:5]=[CH:4][CH:3]=1. The yield is 0.841. (9) The yield is 0.700. The reactants are [Cl:1][C:2]1[N:11]=[C:10]([NH:12][C:13]2[CH:14]=[N:15][C:16]([O:19][CH3:20])=[CH:17][CH:18]=2)[C:9]2[C:4](=[CH:5][CH:6]=[CH:7][CH:8]=2)[N:3]=1.[CH3:21]I.[H-].[Na+]. The catalyst is CN(C=O)C. The product is [Cl:1][C:2]1[N:11]=[C:10]([N:12]([C:13]2[CH:14]=[N:15][C:16]([O:19][CH3:20])=[CH:17][CH:18]=2)[CH3:21])[C:9]2[C:4](=[CH:5][CH:6]=[CH:7][CH:8]=2)[N:3]=1. (10) The reactants are C([O:3][C:4](=[O:19])[C:5]1[CH:10]=[C:9]([C:11]([CH3:14])([CH3:13])[CH3:12])[N:8]=C(C#N)[C:6]=1[O:17][CH3:18])C.[OH-:20].[Na+].[CH2:22]([OH:24])[CH3:23]. No catalyst specified. The product is [C:11]([C:9]1[N:8]=[C:23]([C:22]([OH:20])=[O:24])[C:6]([O:17][CH3:18])=[C:5]([C:4]([OH:3])=[O:19])[CH:10]=1)([CH3:14])([CH3:13])[CH3:12]. The yield is 0.680.